This data is from Full USPTO retrosynthesis dataset with 1.9M reactions from patents (1976-2016). The task is: Predict the reactants needed to synthesize the given product. (1) Given the product [Cl:1][C:2]1[CH:3]=[CH:4][C:5]([CH2:6][C:7]2[N:8]=[C:9]([C:25]3[C:26]([CH3:41])=[N:27][N:28]4[CH:33]=[CH:32][C:31]([CH:34]=[O:35])=[CH:30][C:29]=34)[S:10][C:11]=2[C:12]2[NH:16][CH:15]=[N:14][N:13]=2)=[CH:42][CH:43]=1, predict the reactants needed to synthesize it. The reactants are: [Cl:1][C:2]1[CH:43]=[CH:42][C:5]([CH2:6][C:7]2[N:8]=[C:9]([C:25]3[C:26]([CH3:41])=[N:27][N:28]4[CH:33]=[CH:32][C:31]([CH:34](OCC)[O:35]CC)=[CH:30][C:29]=34)[S:10][C:11]=2[C:12]2[N:16]=[CH:15][N:14](COCC[Si](C)(C)C)[N:13]=2)=[CH:4][CH:3]=1.Cl.C(O)(=O)C.C([O-])(O)=O.[Na+]. (2) Given the product [CH3:16][O:19][C:6](=[NH:7])[CH:5]([O:4][C:3]1[CH:10]=[CH:11][CH:12]=[C:13]([C:14]#[CH:23])[C:2]=1[Cl:1])[CH2:8][CH3:9], predict the reactants needed to synthesize it. The reactants are: [Cl:1][C:2]1[C:13]([CH:14]=O)=[CH:12][CH:11]=[CH:10][C:3]=1[O:4][CH:5]([CH2:8][CH3:9])[C:6]#[N:7].[C:16]([O-:19])([O-])=O.[K+].[K+].O.[CH3:23]O. (3) Given the product [CH3:11][O:12][C:13]1[CH:14]=[CH:15][C:16]([CH2:17][O:18][C:19]2[CH:20]=[CH:21][CH:22]=[C:23]3[C:28]=2[N:27]=[CH:26][CH:25]=[C:24]3[N:29]2[CH2:34][CH2:33][N:32]([CH2:35][CH:36]=[O:37])[CH2:31][CH2:30]2)=[CH:38][CH:39]=1, predict the reactants needed to synthesize it. The reactants are: C(Cl)(=O)C(Cl)=O.CS(C)=O.[CH3:11][O:12][C:13]1[CH:39]=[CH:38][C:16]([CH2:17][O:18][C:19]2[CH:20]=[CH:21][CH:22]=[C:23]3[C:28]=2[N:27]=[CH:26][CH:25]=[C:24]3[N:29]2[CH2:34][CH2:33][N:32]([CH2:35][CH2:36][OH:37])[CH2:31][CH2:30]2)=[CH:15][CH:14]=1.CCN(CC)CC.